From a dataset of Forward reaction prediction with 1.9M reactions from USPTO patents (1976-2016). Predict the product of the given reaction. (1) Given the reactants Cl[CH2:2][C:3]([N:5]([CH2:26][CH3:27])[C:6]1[CH:11]=[C:10]([O:12][CH3:13])[CH:9]=[CH:8][C:7]=1[CH:14]1[CH2:23][CH2:22][C:21]2[C:16](=[CH:17][CH:18]=[C:19]([O:24][CH3:25])[CH:20]=2)[CH2:15]1)=[O:4].[NH:28]1[CH2:33][CH2:32][CH2:31][CH2:30][CH2:29]1.C(=O)([O-])[O-].[K+].[K+].C(=O)(O)[O-].[Na+], predict the reaction product. The product is: [CH2:26]([N:5]([C:6]1[CH:11]=[C:10]([O:12][CH3:13])[CH:9]=[CH:8][C:7]=1[CH:14]1[CH2:23][CH2:22][C:21]2[C:16](=[CH:17][CH:18]=[C:19]([O:24][CH3:25])[CH:20]=2)[CH2:15]1)[C:3](=[O:4])[CH2:2][N:28]1[CH2:33][CH2:32][CH2:31][CH2:30][CH2:29]1)[CH3:27]. (2) Given the reactants C1(C(C2C=CC=CC=2)([C@@H]2CCCN2)O)C=CC=CC=1.B.CSC.[CH2:24]([O:26][C:27](=[O:40])[CH2:28][C:29](=[O:39])[CH2:30][CH2:31][C:32]1[CH:37]=[CH:36][C:35]([F:38])=[CH:34][CH:33]=1)[CH3:25], predict the reaction product. The product is: [CH2:24]([O:26][C:27](=[O:40])[CH2:28][C@@H:29]([OH:39])[CH2:30][CH2:31][C:32]1[CH:33]=[CH:34][C:35]([F:38])=[CH:36][CH:37]=1)[CH3:25]. (3) Given the reactants [Br:1][C:2]1[CH:7]=[C:6]([F:8])[CH:5]=[CH:4][C:3]=1[CH:9]1[C:14]([C:15]([O:17][CH2:18][CH3:19])=[O:16])=[C:13]([CH2:20]Br)[NH:12][C:11]([C:22]2[S:23][CH:24]=[CH:25][N:26]=2)=[N:10]1.Cl.[NH:28]1[CH2:33][CH2:32][O:31][C@H:30]([CH2:34][OH:35])[CH2:29]1, predict the reaction product. The product is: [Br:1][C:2]1[CH:7]=[C:6]([F:8])[CH:5]=[CH:4][C:3]=1[CH:9]1[C:14]([C:15]([O:17][CH2:18][CH3:19])=[O:16])=[C:13]([CH2:20][N:28]2[CH2:33][CH2:32][O:31][C@H:30]([CH2:34][OH:35])[CH2:29]2)[NH:12][C:11]([C:22]2[S:23][CH:24]=[CH:25][N:26]=2)=[N:10]1.